From a dataset of HIV replication inhibition screening data with 41,000+ compounds from the AIDS Antiviral Screen. Binary Classification. Given a drug SMILES string, predict its activity (active/inactive) in a high-throughput screening assay against a specified biological target. The compound is CCOC(=O)c1c2ccccc2n2c(=O)n(-c3ccc(OC)cc3)nnc12. The result is 1 (active).